From a dataset of Peptide-MHC class II binding affinity with 134,281 pairs from IEDB. Regression. Given a peptide amino acid sequence and an MHC pseudo amino acid sequence, predict their binding affinity value. This is MHC class II binding data. (1) The MHC is DRB1_1101 with pseudo-sequence DRB1_1101. The peptide sequence is VVAVGLRVVCAK. The binding affinity (normalized) is 0. (2) The peptide sequence is ERSLWIIFSKNLNIK. The MHC is DRB1_0405 with pseudo-sequence DRB1_0405. The binding affinity (normalized) is 0.739. (3) The peptide sequence is VEIKEFANAVKLRRS. The MHC is HLA-DQA10501-DQB10301 with pseudo-sequence HLA-DQA10501-DQB10301. The binding affinity (normalized) is 0.201. (4) The peptide sequence is AKPDGKTDCTKEVEE. The MHC is HLA-DPA10103-DPB10301 with pseudo-sequence HLA-DPA10103-DPB10301. The binding affinity (normalized) is 0. (5) The peptide sequence is AAGDGNIVAVDIKPK. The MHC is HLA-DPA10201-DPB10101 with pseudo-sequence HLA-DPA10201-DPB10101. The binding affinity (normalized) is 0.0647.